From a dataset of Peptide-MHC class I binding affinity with 185,985 pairs from IEDB/IMGT. Regression. Given a peptide amino acid sequence and an MHC pseudo amino acid sequence, predict their binding affinity value. This is MHC class I binding data. (1) The peptide sequence is NLAADLTQI. The MHC is HLA-A02:02 with pseudo-sequence HLA-A02:02. The binding affinity (normalized) is 0.760. (2) The peptide sequence is WPAGRLVEA. The MHC is HLA-B18:01 with pseudo-sequence HLA-B18:01. The binding affinity (normalized) is 0.0847.